Predict the product of the given reaction. From a dataset of Forward reaction prediction with 1.9M reactions from USPTO patents (1976-2016). Given the reactants [Cl:1][C:2]1[CH:3]=[C:4]([CH:24]=[CH:25][CH:26]=1)[CH2:5][N:6]1[C:10]2[CH:11]=[CH:12][C:13]3[N:14]([C:15]([CH3:18])=[N:16][N:17]=3)[C:9]=2[CH:8]=[C:7]1[C:19]1[NH:23][N:22]=[CH:21][CH:20]=1.[C:27]([CH:29]=[C:30]1[CH2:33][N:32](C(OC(C)(C)C)=O)[CH2:31]1)#[N:28].N12CCCN=C1CCCCC2.Cl.O1CCOCC1.N, predict the reaction product. The product is: [Cl:1][C:2]1[CH:3]=[C:4]([CH:24]=[CH:25][CH:26]=1)[CH2:5][N:6]1[C:10]2[CH:11]=[CH:12][C:13]3[N:14]([C:15]([CH3:18])=[N:16][N:17]=3)[C:9]=2[CH:8]=[C:7]1[C:19]1[CH:20]=[CH:21][N:22]([C:30]2([CH2:29][C:27]#[N:28])[CH2:33][NH:32][CH2:31]2)[N:23]=1.